Dataset: Catalyst prediction with 721,799 reactions and 888 catalyst types from USPTO. Task: Predict which catalyst facilitates the given reaction. Reactant: [Cl:1][C:2]1[N:7]=[C:6]([Cl:8])[CH:5]=[C:4](Cl)[N:3]=1.[CH:10]([N:13](CC)[CH:14](C)C)(C)C.CNC. Product: [Cl:1][C:2]1[N:3]=[C:4]([N:13]([CH3:14])[CH3:10])[CH:5]=[C:6]([Cl:8])[N:7]=1. The catalyst class is: 1.